This data is from M1 muscarinic receptor antagonist screen with 61,756 compounds. The task is: Binary Classification. Given a drug SMILES string, predict its activity (active/inactive) in a high-throughput screening assay against a specified biological target. (1) The drug is O1C(COc2c1cccc2)CC(=O)Nc1ncccc1. The result is 0 (inactive). (2) The compound is S(=O)(=O)(NC1CCCCCCC1)c1n(c(cc1)C(OCC)=O)C. The result is 0 (inactive). (3) The drug is Fc1ccc(N2CCN(C(=O)C3C4C5(OC3C=C5)CN(C4=O)CC(OCC)=O)CC2)cc1. The result is 0 (inactive).